The task is: Predict which catalyst facilitates the given reaction.. This data is from Catalyst prediction with 721,799 reactions and 888 catalyst types from USPTO. Reactant: C[Si]([N-][Si](C)(C)C)(C)C.[Li+].[Br-].[CH2:12]([P+](C1C=CC=CC=1)(C1C=CC=CC=1)C1C=CC=CC=1)[C:13]1[CH:18]=[CH:17][CH:16]=[CH:15][CH:14]=1.[C:38]([C:41]1[CH:42]=[C:43]([CH:46]=[CH:47][CH:48]=1)[CH:44]=O)([OH:40])=[O:39].Cl. Product: [C:13]1([CH:12]=[CH:44][C:43]2[CH:42]=[C:41]([CH:48]=[CH:47][CH:46]=2)[C:38]([OH:40])=[O:39])[CH:18]=[CH:17][CH:16]=[CH:15][CH:14]=1. The catalyst class is: 56.